From a dataset of Reaction yield outcomes from USPTO patents with 853,638 reactions. Predict the reaction yield, written as a fraction of the theoretical maximum amount of product (1.0 means a 100% yield; for example, 0.34 means a 34% yield). (1) The reactants are [F:1][C:2]([F:13])([F:12])[C:3]1[C:8]([C:9]([OH:11])=O)=[CH:7][N:6]=[CH:5][N:4]=1.[CH3:14][O:15][C:16](=[O:41])[C@H:17]([CH2:33][C:34]1[CH:39]=[CH:38][C:37]([NH2:40])=[CH:36][CH:35]=1)[NH:18][C:19]([C:21]1([CH2:25][CH2:26][CH2:27][CH2:28][S:29]([CH3:32])(=[O:31])=[O:30])[CH2:24][CH2:23][CH2:22]1)=[S:20].COC(=O)[C@H](CC1C=CC(NC(C2C=NC(C(F)(F)F)=NC=2)=O)=CC=1)NC(C1(CCCCS(C)(=O)=O)CCC1)=S. No catalyst specified. The product is [CH3:14][O:15][C:16](=[O:41])[C@H:17]([CH2:33][C:34]1[CH:39]=[CH:38][C:37]([NH:40][C:9]([C:8]2[C:3]([C:2]([F:1])([F:13])[F:12])=[N:4][CH:5]=[N:6][CH:7]=2)=[O:11])=[CH:36][CH:35]=1)[NH:18][C:19]([C:21]1([CH2:25][CH2:26][CH2:27][CH2:28][S:29]([CH3:32])(=[O:31])=[O:30])[CH2:22][CH2:23][CH2:24]1)=[S:20]. The yield is 0.320. (2) The reactants are Br[C:2]1[CH:3]=[C:4]([N:8]2[C:16]3[C:11](=[CH:12][C:13]([C:17]4[CH:18]=[N:19][N:20]([CH2:22][CH2:23][OH:24])[CH:21]=4)=[CH:14][CH:15]=3)[C:10]([C:25]([O:27][CH3:28])=[O:26])=[N:9]2)[CH:5]=[CH:6][CH:7]=1.[C:29]([C@:31]1([OH:38])[CH2:35][CH2:34][N:33]([CH3:36])[C:32]1=[O:37])#[CH:30]. No catalyst specified. The product is [OH:38][C@@:31]1([C:29]#[C:30][C:2]2[CH:3]=[C:4]([N:8]3[C:16]4[C:11](=[CH:12][C:13]([C:17]5[CH:18]=[N:19][N:20]([CH2:22][CH2:23][OH:24])[CH:21]=5)=[CH:14][CH:15]=4)[C:10]([C:25]([O:27][CH3:28])=[O:26])=[N:9]3)[CH:5]=[CH:6][CH:7]=2)[CH2:35][CH2:34][N:33]([CH3:36])[C:32]1=[O:37]. The yield is 0.700.